Predict the product of the given reaction. From a dataset of Forward reaction prediction with 1.9M reactions from USPTO patents (1976-2016). Given the reactants Cl.[Cl:2][C:3]1[CH:8]=[CH:7][C:6]([CH:9]([CH2:13][C:14]2[CH:19]=[CH:18][C:17]([Cl:20])=[CH:16][CH:15]=2)[CH:10]([NH2:12])[CH3:11])=[CH:5][CH:4]=1.[Cl:21][C:22]1[CH:27]=[CH:26][C:25]([NH:28][C:29]([CH3:34])([CH3:33])[C:30](O)=[O:31])=[CH:24][CH:23]=1.CN1CCOCC1.F[P-](F)(F)(F)(F)F.[PH4+], predict the reaction product. The product is: [Cl:2][C:3]1[CH:8]=[CH:7][C:6]([CH:9]([CH2:13][C:14]2[CH:15]=[CH:16][C:17]([Cl:20])=[CH:18][CH:19]=2)[CH:10]([NH:12][C:30](=[O:31])[C:29]([NH:28][C:25]2[CH:26]=[CH:27][C:22]([Cl:21])=[CH:23][CH:24]=2)([CH3:34])[CH3:33])[CH3:11])=[CH:5][CH:4]=1.